Dataset: Peptide-MHC class II binding affinity with 134,281 pairs from IEDB. Task: Regression. Given a peptide amino acid sequence and an MHC pseudo amino acid sequence, predict their binding affinity value. This is MHC class II binding data. The peptide sequence is EKKYFCATQFEPLAA. The MHC is DRB1_1001 with pseudo-sequence DRB1_1001. The binding affinity (normalized) is 0.573.